From a dataset of Catalyst prediction with 721,799 reactions and 888 catalyst types from USPTO. Predict which catalyst facilitates the given reaction. (1) Reactant: [CH3:1][C:2]1[CH:7]=[CH:6][CH:5]=[CH:4][C:3]=1[S:8]([N:11]=[C:12]=[O:13])(=[O:10])=[O:9].C(O)(C(F)(F)F)=O.[NH2:21][C@@H:22]([CH2:36][C:37]1[CH:42]=[CH:41][CH:40]=[CH:39][CH:38]=1)[C:23]([N:25]([C:27]1[CH:28]=[C:29]2[C:33](=[CH:34][CH:35]=1)[CH2:32][CH2:31][CH2:30]2)[CH3:26])=[O:24].C(N(CC)CC)C. Product: [CH2:32]1[C:33]2[C:29](=[CH:28][C:27]([N:25]([CH3:26])[C:23](=[O:24])[C@@H:22]([NH:21][C:12]([NH:11][S:8]([C:3]3[CH:4]=[CH:5][CH:6]=[CH:7][C:2]=3[CH3:1])(=[O:10])=[O:9])=[O:13])[CH2:36][C:37]3[CH:42]=[CH:41][CH:40]=[CH:39][CH:38]=3)=[CH:35][CH:34]=2)[CH2:30][CH2:31]1. The catalyst class is: 2. (2) Reactant: [Br:1][C:2]1[CH:7]=[C:6]([CH:8]([CH3:10])[CH3:9])[CH:5]=[CH:4][C:3]=1[C:11]1[CH:12]=[C:13]([C:22]#[N:23])[N:14]2[C:19](Cl)=[CH:18][C:17]([CH3:21])=[N:16][C:15]=12.[CH2:24]([CH:27]([NH2:31])[CH2:28][CH2:29][CH3:30])[CH2:25][CH3:26].C(N(CC)C(C)C)(C)C.C(=O)([O-])O.[Na+]. Product: [Br:1][C:2]1[CH:7]=[C:6]([CH:8]([CH3:10])[CH3:9])[CH:5]=[CH:4][C:3]=1[C:11]1[CH:12]=[C:13]([C:22]#[N:23])[N:14]2[C:19]([NH:31][CH:27]([CH2:28][CH2:29][CH3:30])[CH2:24][CH2:25][CH3:26])=[CH:18][C:17]([CH3:21])=[N:16][C:15]=12. The catalyst class is: 8.